This data is from Forward reaction prediction with 1.9M reactions from USPTO patents (1976-2016). The task is: Predict the product of the given reaction. (1) Given the reactants [Br:1][C:2]1[CH:3]=[C:4]([OH:11])[CH:5]=[C:6]2[C:10]=1[NH:9][CH:8]=[CH:7]2.[OH-].[Na+].[C:14]1([S:20](Cl)(=[O:22])=[O:21])[CH:19]=[CH:18][CH:17]=[CH:16][CH:15]=1.C(OCC)(=O)C, predict the reaction product. The product is: [Br:1][C:2]1[CH:3]=[C:4]([O:11][S:20]([C:14]2[CH:19]=[CH:18][CH:17]=[CH:16][CH:15]=2)(=[O:22])=[O:21])[CH:5]=[C:6]2[C:10]=1[NH:9][CH:8]=[CH:7]2. (2) Given the reactants Br[C:2]1[C:10]2[C:6](=[N:7][S:8][N:9]=2)[CH:5]=[CH:4][CH:3]=1.C(NC(C)C)(C)C.[CH3:18][Si:19]([C:22]#[CH:23])([CH3:21])[CH3:20], predict the reaction product. The product is: [CH3:18][Si:19]([C:22]#[C:23][C:2]1[C:10]2[C:6](=[N:7][S:8][N:9]=2)[CH:5]=[CH:4][CH:3]=1)([CH3:21])[CH3:20]. (3) The product is: [NH2:11][C:7]1[CH:6]=[C:5]2[C:10](=[CH:9][CH:8]=1)[N:2]([CH3:1])[C:3](=[O:14])[CH2:4]2. Given the reactants [CH3:1][N:2]1[C:10]2[C:5](=[CH:6][C:7]([N+:11]([O-])=O)=[CH:8][CH:9]=2)[CH2:4][C:3]1=[O:14], predict the reaction product. (4) Given the reactants CS([C:5]1[C:6]2[N:13]=[C:12]([C:14]([N:16]3[CH2:21][CH2:20][CH2:19][CH2:18][CH2:17]3)=[O:15])[S:11][C:7]=2[N:8]=[CH:9][N:10]=1)(=O)=O.[CH3:22][O:23][C:24]1[N:29]=[C:28]2[NH:30][N:31]=[CH:32][C:27]2=[CH:26][C:25]=1[NH2:33], predict the reaction product. The product is: [CH3:22][O:23][C:24]1[N:29]=[C:28]2[NH:30][N:31]=[CH:32][C:27]2=[CH:26][C:25]=1[NH:33][C:5]1[C:6]2[N:13]=[C:12]([C:14]([N:16]3[CH2:21][CH2:20][CH2:19][CH2:18][CH2:17]3)=[O:15])[S:11][C:7]=2[N:8]=[CH:9][N:10]=1. (5) Given the reactants [OH:1][CH2:2][CH2:3][N:4]1[CH2:9][CH2:8][CH2:7][N:6]([C:10]2[CH:15]=[CH:14][C:13]([N+:16]([O-])=O)=[CH:12][CH:11]=2)[C:5]1=[O:19].[H][H], predict the reaction product. The product is: [NH2:16][C:13]1[CH:12]=[CH:11][C:10]([N:6]2[CH2:7][CH2:8][CH2:9][N:4]([CH2:3][CH2:2][OH:1])[C:5]2=[O:19])=[CH:15][CH:14]=1. (6) The product is: [CH2:16]([O:18][C:19]([N:21]1[CH2:22][CH2:23][N:24]([C:27](=[O:38])[C@@H:28]([NH:37][C:13]([C:4]2[CH:3]=[C:2]([OH:1])[C:11]3[C:6](=[CH:7][C:8]([CH3:12])=[CH:9][CH:10]=3)[N:5]=2)=[O:15])[CH2:29][C:30]([O:32][C:33]([CH3:35])([CH3:34])[CH3:36])=[O:31])[CH2:25][CH2:26]1)=[O:20])[CH3:17]. Given the reactants [OH:1][C:2]1[C:11]2[C:6](=[CH:7][C:8]([CH3:12])=[CH:9][CH:10]=2)[N:5]=[C:4]([C:13]([OH:15])=O)[CH:3]=1.[CH2:16]([O:18][C:19]([N:21]1[CH2:26][CH2:25][N:24]([C:27](=[O:38])[C@@H:28]([NH2:37])[CH2:29][C:30]([O:32][C:33]([CH3:36])([CH3:35])[CH3:34])=[O:31])[CH2:23][CH2:22]1)=[O:20])[CH3:17].C1C=CC2N(O)N=NC=2C=1.C(Cl)CCl, predict the reaction product. (7) The product is: [CH3:14][C:15]([CH3:20])([CH3:19])[C:16]([C:10]1[CH:11]=[CH:12][C:7]([C:5]([O:4][CH2:2][CH3:3])=[O:6])=[CH:8][CH:9]=1)=[O:17]. Given the reactants [I-].[CH2:2]([O:4][C:5]([C:7]1[CH:12]=[CH:11][C:10]([Zn+])=[CH:9][CH:8]=1)=[O:6])[CH3:3].[CH3:14][C:15]([CH3:20])([CH3:19])[C:16](Cl)=[O:17].Cl, predict the reaction product.